The task is: Predict the product of the given reaction.. This data is from Forward reaction prediction with 1.9M reactions from USPTO patents (1976-2016). (1) The product is: [Cl:1][C:2]1[CH:3]=[C:4]([C:8]2[CH:9]=[C:10]([CH2:16][N:17]3[C:11]([CH2:10][CH2:9][OH:36])=[N:12][N:20]=[N:21]3)[CH:11]=[N:12][C:13]=2[O:14][CH3:15])[CH:5]=[CH:6][CH:7]=1. Given the reactants [Cl:1][C:2]1[CH:3]=[C:4]([C:8]2[CH:9]=[C:10]([CH2:16][N:17]3[NH:21][N:20]=C(CC(OCC)=O)N3)[CH:11]=[N:12][C:13]=2[O:14][CH3:15])[CH:5]=[CH:6][CH:7]=1.[H-].[H-].[H-].[H-].[Li+].[Al+3].[F-].[K+].[OH2:36], predict the reaction product. (2) Given the reactants [Br:1][C:2]1[CH:7]=[CH:6][C:5]([NH:8][C:9]2[CH:18]=[CH:17][C:16]3[C:11](=[CH:12][CH:13]=[C:14]([OH:19])[CH:15]=3)[N:10]=2)=[CH:4][C:3]=1[CH3:20].C[Si]([N-][Si](C)(C)C)(C)C.[K+].Cl[C:32]1[CH:37]=[CH:36][N:35]=[C:34]([C:38]([NH:40][CH3:41])=[O:39])[CH:33]=1.C(=O)([O-])[O-].[K+].[K+], predict the reaction product. The product is: [Br:1][C:2]1[CH:7]=[CH:6][C:5]([NH:8][C:9]2[CH:18]=[CH:17][C:16]3[C:11](=[CH:12][CH:13]=[C:14]([O:19][C:32]4[CH:37]=[CH:36][N:35]=[C:34]([C:38]([NH:40][CH3:41])=[O:39])[CH:33]=4)[CH:15]=3)[N:10]=2)=[CH:4][C:3]=1[CH3:20]. (3) Given the reactants [CH2:1]([C@H:8]1[CH2:12][O:11][C:10](=[O:13])[N:9]1[C:14](=[O:33])[C@@H:15]([O:25][C:26]1[CH:31]=[CH:30][C:29]([F:32])=[CH:28][CH:27]=1)[C@H:16](O)[C:17]1[CH:22]=[CH:21][C:20]([OH:23])=[CH:19][CH:18]=1)[C:2]1[CH:7]=[CH:6][CH:5]=[CH:4][CH:3]=1.C([SiH](CC)CC)C, predict the reaction product. The product is: [CH2:1]([C@H:8]1[CH2:12][O:11][C:10](=[O:13])[N:9]1[C:14](=[O:33])[C@@H:15]([O:25][C:26]1[CH:31]=[CH:30][C:29]([F:32])=[CH:28][CH:27]=1)[CH2:16][C:17]1[CH:22]=[CH:21][C:20]([OH:23])=[CH:19][CH:18]=1)[C:2]1[CH:7]=[CH:6][CH:5]=[CH:4][CH:3]=1. (4) Given the reactants [C:1]([N:5]([CH2:25][C:26]([OH:28])=O)[C:6]([C:8]1[CH:13]=[CH:12][C:11]([N:14]2[CH2:17][C:16]([F:19])([F:18])[CH2:15]2)=[C:10]([O:20][CH2:21][CH:22]2[CH2:24][CH2:23]2)[N:9]=1)=[O:7])([CH3:4])([CH3:3])[CH3:2].CN.[CH3:31][N:32](C(ON1N=NC2C=CC=CC1=2)=[N+](C)C)C.[B-](F)(F)(F)F.CCN(C(C)C)C(C)C, predict the reaction product. The product is: [C:1]([N:5]([CH2:25][C:26](=[O:28])[NH:32][CH3:31])[C:6]([C:8]1[CH:13]=[CH:12][C:11]([N:14]2[CH2:17][C:16]([F:18])([F:19])[CH2:15]2)=[C:10]([O:20][CH2:21][CH:22]2[CH2:23][CH2:24]2)[N:9]=1)=[O:7])([CH3:3])([CH3:2])[CH3:4]. (5) The product is: [C:1]1([S:7]([N:10]2[C:14]3=[N:15][CH:16]=[C:17]([Cl:19])[CH:18]=[C:13]3[C:12]([CH2:20][C:22]3[CH:23]=[N:24][C:25]([S:28][CH3:29])=[N:26][CH:27]=3)=[CH:11]2)(=[O:9])=[O:8])[CH:2]=[CH:3][CH:4]=[CH:5][CH:6]=1. Given the reactants [C:1]1([S:7]([N:10]2[C:14]3=[N:15][CH:16]=[C:17]([Cl:19])[CH:18]=[C:13]3[C:12]([CH:20]([C:22]3[CH:23]=[N:24][C:25]([S:28][CH3:29])=[N:26][CH:27]=3)O)=[CH:11]2)(=[O:9])=[O:8])[CH:6]=[CH:5][CH:4]=[CH:3][CH:2]=1.C([SiH](CC)CC)C.FC(F)(F)C(O)=O, predict the reaction product. (6) Given the reactants [C:1]([O:5][C:6]([N:8]1[CH2:13][CH2:12][C:11]([NH2:17])([C:14]([OH:16])=[O:15])[CH2:10][CH2:9]1)=[O:7])([CH3:4])([CH3:3])[CH3:2].[C:18](C1CC(=O)NC1=O)([O:20][CH2:21][C:22]1[CH:27]=[CH:26][CH:25]=[CH:24][CH:23]=1)=[O:19], predict the reaction product. The product is: [C:1]([O:5][C:6]([N:8]1[CH2:9][CH2:10][C:11]([NH:17][C:18]([O:20][CH2:21][C:22]2[CH:27]=[CH:26][CH:25]=[CH:24][CH:23]=2)=[O:19])([C:14]([OH:16])=[O:15])[CH2:12][CH2:13]1)=[O:7])([CH3:4])([CH3:2])[CH3:3]. (7) Given the reactants [C:1]([C:5]1[CH:6]=[C:7]([NH2:20])[N:8]([C:10]2[CH:11]=[C:12]3[C:17](=[CH:18][CH:19]=2)[N:16]=[CH:15][CH:14]=[CH:13]3)[N:9]=1)([CH3:4])([CH3:3])[CH3:2].C[Si]([N-][Si](C)(C)C)(C)C.[Li+].Cl[C:32]([O:34][C:35]([CH3:37])=[CH2:36])=[O:33].Cl, predict the reaction product. The product is: [C:1]([C:5]1[CH:6]=[C:7]([NH:20][C:32](=[O:33])[O:34][C:35]([CH3:37])=[CH2:36])[N:8]([C:10]2[CH:11]=[C:12]3[C:17](=[CH:18][CH:19]=2)[N:16]=[CH:15][CH:14]=[CH:13]3)[N:9]=1)([CH3:4])([CH3:2])[CH3:3]. (8) Given the reactants [NH2:1][C:2]1[CH:11]=[C:10]2[C:5]([CH2:6][CH2:7][C:8](=[O:22])[N:9]2[CH2:12][CH2:13][O:14][Si:15]([C:18]([CH3:21])([CH3:20])[CH3:19])([CH3:17])[CH3:16])=[CH:4][CH:3]=1.[CH:23]1([NH:29][C:30]2[CH:38]=[C:37]([C:39]([F:42])([F:41])[F:40])[CH:36]=[CH:35][C:31]=2[C:32](O)=[O:33])[CH2:28][CH2:27][CH2:26][CH2:25][CH2:24]1.Cl.C(N=C=NCCCN(C)C)C.CN(C1C=CC=CN=1)C, predict the reaction product. The product is: [Si:15]([O:14][CH2:13][CH2:12][N:9]1[C:10]2[C:5](=[CH:4][CH:3]=[C:2]([NH:1][C:32](=[O:33])[C:31]3[CH:35]=[CH:36][C:37]([C:39]([F:41])([F:42])[F:40])=[CH:38][C:30]=3[NH:29][CH:23]3[CH2:24][CH2:25][CH2:26][CH2:27][CH2:28]3)[CH:11]=2)[CH2:6][CH2:7][C:8]1=[O:22])([C:18]([CH3:19])([CH3:21])[CH3:20])([CH3:16])[CH3:17]. (9) Given the reactants [NH2:1][C:2]1[CH:10]=[C:9]2[C:5]([C:6]3([CH2:16][CH2:15]3)[C:7](=[O:14])[N:8]2[CH:11]2[CH2:13][CH2:12]2)=[CH:4][CH:3]=1.[C:17](O)(=[O:24])[C:18]1[CH:23]=[CH:22][N:21]=[CH:20][CH:19]=1, predict the reaction product. The product is: [CH:11]1([N:8]2[C:9]3[C:5](=[CH:4][CH:3]=[C:2]([NH:1][C:17](=[O:24])[C:18]4[CH:23]=[CH:22][N:21]=[CH:20][CH:19]=4)[CH:10]=3)[C:6]3([CH2:16][CH2:15]3)[C:7]2=[O:14])[CH2:12][CH2:13]1.